From a dataset of Forward reaction prediction with 1.9M reactions from USPTO patents (1976-2016). Predict the product of the given reaction. (1) Given the reactants [C:1]([N:8]1[CH2:13][CH2:12][CH2:11][CH:10]([OH:14])[CH2:9]1)([O:3][C:4]([CH3:7])([CH3:6])[CH3:5])=[O:2].C(N(CC)CC)C.[CH3:22][S:23](Cl)(=[O:25])=[O:24].C(=O)(O)[O-].[Na+], predict the reaction product. The product is: [CH3:22][S:23]([O:14][CH:10]1[CH2:11][CH2:12][CH2:13][N:8]([C:1]([O:3][C:4]([CH3:7])([CH3:6])[CH3:5])=[O:2])[CH2:9]1)(=[O:25])=[O:24]. (2) Given the reactants Cl[C:2]1[N:7]([CH3:8])[C:6](=[O:9])[CH:5]=[C:4]([C:10]2[CH:15]=[CH:14][N:13]=[CH:12][N:11]=2)[N:3]=1.[Br:16][C:17]1[CH:18]=[C:19]([C@@H:23]2[CH2:29][NH:28][CH2:27][CH2:26][CH2:25][O:24]2)[CH:20]=[CH:21][CH:22]=1.C(N(CC)CC)C, predict the reaction product. The product is: [Br:16][C:17]1[CH:18]=[C:19]([C@@H:23]2[CH2:29][N:28]([C:2]3[N:7]([CH3:8])[C:6](=[O:9])[CH:5]=[C:4]([C:10]4[CH:15]=[CH:14][N:13]=[CH:12][N:11]=4)[N:3]=3)[CH2:27][CH2:26][CH2:25][O:24]2)[CH:20]=[CH:21][CH:22]=1. (3) Given the reactants [C:1]1([N:7]2[C:11]([CH2:12][CH2:13][CH:14]=O)=[CH:10][C:9]([CH2:16][CH2:17][CH2:18][CH3:19])=[N:8]2)[CH:6]=[CH:5][CH:4]=[CH:3][CH:2]=1.[F:20][C:21]1[CH:26]=[CH:25][CH:24]=[CH:23][C:22]=1[N:27]1[CH2:32][CH2:31][NH:30][CH2:29][CH2:28]1.[BH-](OC(C)=O)(OC(C)=O)OC(C)=O.[Na+], predict the reaction product. The product is: [F:20][C:21]1[CH:26]=[CH:25][CH:24]=[CH:23][C:22]=1[N:27]1[CH2:32][CH2:31][N:30]([CH2:14][CH2:13][CH2:12][C:11]2[N:7]([C:1]3[CH:6]=[CH:5][CH:4]=[CH:3][CH:2]=3)[N:8]=[C:9]([CH2:16][CH2:17][CH2:18][CH3:19])[CH:10]=2)[CH2:29][CH2:28]1.